Dataset: Peptide-MHC class II binding affinity with 134,281 pairs from IEDB. Task: Regression. Given a peptide amino acid sequence and an MHC pseudo amino acid sequence, predict their binding affinity value. This is MHC class II binding data. (1) The peptide sequence is YAAALVAMPTLAELA. The MHC is HLA-DQA10501-DQB10301 with pseudo-sequence HLA-DQA10501-DQB10301. The binding affinity (normalized) is 0.568. (2) The MHC is HLA-DQA10102-DQB10502 with pseudo-sequence HLA-DQA10102-DQB10502. The peptide sequence is QFKPEEITGIMKDLD. The binding affinity (normalized) is 0.157. (3) The peptide sequence is FPGGKCSGITVSSTY. The MHC is DRB1_1302 with pseudo-sequence DRB1_1302. The binding affinity (normalized) is 0. (4) The peptide sequence is GKSYDALATFTVNIF. The MHC is HLA-DQA10501-DQB10301 with pseudo-sequence HLA-DQA10501-DQB10301. The binding affinity (normalized) is 0.598. (5) The peptide sequence is AYGSFVRTVSLPVGA. The MHC is DRB4_0101 with pseudo-sequence DRB4_0103. The binding affinity (normalized) is 0.426. (6) The peptide sequence is FVVFLVAAALGGLAA. The MHC is DRB1_1001 with pseudo-sequence DRB1_1001. The binding affinity (normalized) is 0.727.